Task: Predict the reactants needed to synthesize the given product.. Dataset: Full USPTO retrosynthesis dataset with 1.9M reactions from patents (1976-2016) The reactants are: [Cl:1][C:2]1[CH:7]=[CH:6][C:5]([N:8]([C@H:14]2[C:23]3[C:18](=[CH:19][CH:20]=[CH:21][CH:22]=3)[N:17]([C:24](=[O:33])[C:25]3[CH:30]=[CH:29][C:28]([O:31]C)=[CH:27][CH:26]=3)[C@@H:16]([CH3:34])[CH2:15]2)[C:9]([CH:11]2[CH2:13][CH2:12]2)=[O:10])=[CH:4][CH:3]=1.B(Br)(Br)Br. Given the product [Cl:1][C:2]1[CH:3]=[CH:4][C:5]([N:8]([C@H:14]2[C:23]3[C:18](=[CH:19][CH:20]=[CH:21][CH:22]=3)[N:17]([C:24](=[O:33])[C:25]3[CH:26]=[CH:27][C:28]([OH:31])=[CH:29][CH:30]=3)[C@@H:16]([CH3:34])[CH2:15]2)[C:9]([CH:11]2[CH2:12][CH2:13]2)=[O:10])=[CH:6][CH:7]=1, predict the reactants needed to synthesize it.